From a dataset of Reaction yield outcomes from USPTO patents with 853,638 reactions. Predict the reaction yield, written as a fraction of the theoretical maximum amount of product (1.0 means a 100% yield; for example, 0.34 means a 34% yield). (1) The reactants are [Si:1]([O:8][C@H:9]([C@@H:13]1[O:18][C@H:17]2[CH2:19][CH2:20][C@H:21]([CH2:23][CH2:24][O:25][Si:26]([CH2:31][CH3:32])([CH2:29][CH3:30])[CH2:27][CH3:28])[O:22][C@@H:16]2[C@H:15]([O:33][Si:34]([C:37]([CH3:40])([CH3:39])[CH3:38])([CH3:36])[CH3:35])[C@@H:14]1[O:41][Si:42]([C:45]([CH3:48])([CH3:47])[CH3:46])([CH3:44])[CH3:43])/[CH:10]=[CH:11]/I)([C:4]([CH3:7])([CH3:6])[CH3:5])([CH3:3])[CH3:2].[Li]CCCC.CCCCCC.CCOCC.[Mg+2].[Br-].[Br-].[F:68][C:69]([F:95])([F:94])[S:70]([O:73][C:74]([C@H:76]([CH3:93])[CH2:77][C@@H:78]1[O:83][C@@:82]2([CH2:91][I:92])[CH2:84][C@H:85]([CH2:87][CH2:88][CH:89]=[O:90])[O:86][C@H:81]2[CH2:80][CH2:79]1)=[CH2:75])(=[O:72])=[O:71]. The catalyst is C1COCC1.C1(C)C=CC=CC=1. The product is [F:95][C:69]([F:68])([F:94])[S:70]([O:73][C:74]([C@H:76]([CH3:93])[CH2:77][C@@H:78]1[O:83][C@@:82]2([CH2:91][I:92])[CH2:84][C@H:85]([CH2:87][CH2:88][CH:89]([OH:90])/[CH:11]=[CH:10]/[C@@H:9]([C@@H:13]3[O:18][C@H:17]4[CH2:19][CH2:20][C@H:21]([CH2:23][CH2:24][O:25][Si:26]([CH2:31][CH3:32])([CH2:29][CH3:30])[CH2:27][CH3:28])[O:22][C@@H:16]4[C@H:15]([O:33][Si:34]([C:37]([CH3:40])([CH3:39])[CH3:38])([CH3:36])[CH3:35])[C@@H:14]3[O:41][Si:42]([C:45]([CH3:46])([CH3:47])[CH3:48])([CH3:43])[CH3:44])[O:8][Si:1]([C:4]([CH3:5])([CH3:6])[CH3:7])([CH3:3])[CH3:2])[O:86][C@H:81]2[CH2:80][CH2:79]1)=[CH2:75])(=[O:72])=[O:71]. The yield is 0.280. (2) The yield is 0.670. The reactants are [Cl-].O[NH3+:3].[C:4](=[O:7])([O-])[OH:5].[Na+].CS(C)=O.[CH3:13][C:14]1[N:47]=[C:17]2[N:18]([CH:41]3[CH2:45][CH:44]([CH3:46])[O:43][CH2:42]3)[C:19](=[O:40])[C:20]([CH2:25][C:26]3[CH:31]=[CH:30][C:29]([C:32]4[C:33]([C:38]#[N:39])=[CH:34][CH:35]=[CH:36][CH:37]=4)=[CH:28][CH:27]=3)=[C:21]([CH2:22][CH2:23][CH3:24])[N:16]2[N:15]=1. The catalyst is C(OCC)(=O)C. The product is [CH3:13][C:14]1[N:47]=[C:17]2[N:18]([CH:41]3[CH2:45][CH:44]([CH3:46])[O:43][CH2:42]3)[C:19](=[O:40])[C:20]([CH2:25][C:26]3[CH:27]=[CH:28][C:29]([C:32]4[CH:37]=[CH:36][CH:35]=[CH:34][C:33]=4[C:38]4[NH:3][C:4](=[O:7])[O:5][N:39]=4)=[CH:30][CH:31]=3)=[C:21]([CH2:22][CH2:23][CH3:24])[N:16]2[N:15]=1. (3) The reactants are [NH2:1][C@@H:2]([CH3:18])[CH2:3][N:4]1[CH:8]=[CH:7][C:6]([C:9]2[CH:16]=[CH:15][C:12]([C:13]#[N:14])=[C:11]([Cl:17])[CH:10]=2)=[N:5]1.[CH3:19][N:20]1[CH:24]=[C:23]([C:25](O)=[O:26])[N:22]=[CH:21]1. No catalyst specified. The product is [Cl:17][C:11]1[CH:10]=[C:9]([C:6]2[CH:7]=[CH:8][N:4]([CH2:3][C@@H:2]([NH:1][C:25]([C:23]3[N:22]=[CH:21][N:20]([CH3:19])[CH:24]=3)=[O:26])[CH3:18])[N:5]=2)[CH:16]=[CH:15][C:12]=1[C:13]#[N:14]. The yield is 0.430. (4) The reactants are [Si:1]([O:18][CH:19]1[CH2:22][N:21]([C:23]2[O:24][CH:25]=[C:26]([C:28](OCC)=O)[N:27]=2)[CH2:20]1)([C:14]([CH3:17])([CH3:16])[CH3:15])([C:8]1[CH:13]=[CH:12][CH:11]=[CH:10][CH:9]=1)[C:2]1[CH:7]=[CH:6][CH:5]=[CH:4][CH:3]=1.C[NH2:34].C[Al](C)C.C(O)(=O)C. The catalyst is C1C=CC=CC=1. The product is [Si:1]([O:18][CH:19]1[CH2:20][N:21]([C:23]2[O:24][CH:25]=[C:26]([C:28]#[N:34])[N:27]=2)[CH2:22]1)([C:14]([CH3:16])([CH3:17])[CH3:15])([C:8]1[CH:13]=[CH:12][CH:11]=[CH:10][CH:9]=1)[C:2]1[CH:7]=[CH:6][CH:5]=[CH:4][CH:3]=1. The yield is 0.410.